This data is from Catalyst prediction with 721,799 reactions and 888 catalyst types from USPTO. The task is: Predict which catalyst facilitates the given reaction. (1) Reactant: [Br:1][C:2]1[CH:3]=[C:4]([CH2:12][O:13][Si:14]([CH:21]([CH3:23])[CH3:22])([CH:18]([CH3:20])[CH3:19])[CH:15]([CH3:17])[CH3:16])[C:5]([NH:8][CH:9]=[N:10]O)=[N:6][CH:7]=1.FC(F)(F)C(OC(=O)C(F)(F)F)=O. Product: [Br:1][C:2]1[CH:3]=[C:4]([CH2:12][O:13][Si:14]([CH:21]([CH3:23])[CH3:22])([CH:18]([CH3:20])[CH3:19])[CH:15]([CH3:17])[CH3:16])[C:5]2[N:6]([N:10]=[CH:9][N:8]=2)[CH:7]=1. The catalyst class is: 1. (2) Reactant: C(OC([N:8]1[CH:13]2[CH2:14][CH2:15][CH:9]1[CH2:10][CH:11]([CH:16]1[C:29]3[CH:28]=[CH:27][C:26]([C:30](=[NH:36])[N:31]([CH2:34][CH3:35])[CH2:32][CH3:33])=[CH:25][C:24]=3[O:23][C:22]3[C:17]1=[CH:18][CH:19]=[CH:20][CH:21]=3)[CH2:12]2)=O)(C)(C)C.O.[C:38]([OH:44])([C:40]([F:43])([F:42])[F:41])=[O:39]. Product: [CH:13]12[NH:8][CH:9]([CH2:15][CH2:14]1)[CH2:10][CH:11]([CH:16]1[C:29]3[CH:28]=[CH:27][C:26]([C:30]([N:31]([CH2:34][CH3:35])[CH2:32][CH3:33])=[NH:36])=[CH:25][C:24]=3[O:23][C:22]3[C:17]1=[CH:18][CH:19]=[CH:20][CH:21]=3)[CH2:12]2.[C:38]([OH:44])([C:40]([F:43])([F:42])[F:41])=[O:39]. The catalyst class is: 68. (3) Reactant: C1(C(=[N:14][C:15]([CH3:51])([CH2:21][CH2:22][C:23]2[CH:24]=[C:25]3[C:48](=[CH:49][CH:50]=2)[C:29]2=[N:30][O:31][C:32]([C:33]4[CH:34]=[N:35][N:36]([C:42]5[CH:47]=[CH:46][CH:45]=[CH:44][CH:43]=5)[C:37]=4[C:38]([F:41])([F:40])[F:39])=[C:28]2[CH2:27][CH2:26]3)[C:16]([O:18][CH2:19][CH3:20])=[O:17])C2C=CC=CC=2)C=CC=CC=1.Cl. Product: [NH2:14][C:15]([CH3:51])([CH2:21][CH2:22][C:23]1[CH:24]=[C:25]2[C:48](=[CH:49][CH:50]=1)[C:29]1=[N:30][O:31][C:32]([C:33]3[CH:34]=[N:35][N:36]([C:42]4[CH:43]=[CH:44][CH:45]=[CH:46][CH:47]=4)[C:37]=3[C:38]([F:39])([F:40])[F:41])=[C:28]1[CH2:27][CH2:26]2)[C:16]([O:18][CH2:19][CH3:20])=[O:17]. The catalyst class is: 27.